This data is from NCI-60 drug combinations with 297,098 pairs across 59 cell lines. The task is: Regression. Given two drug SMILES strings and cell line genomic features, predict the synergy score measuring deviation from expected non-interaction effect. (1) Drug 1: CC=C1C(=O)NC(C(=O)OC2CC(=O)NC(C(=O)NC(CSSCCC=C2)C(=O)N1)C(C)C)C(C)C. Drug 2: CC(C)NC(=O)C1=CC=C(C=C1)CNNC.Cl. Cell line: MOLT-4. Synergy scores: CSS=66.5, Synergy_ZIP=-1.16, Synergy_Bliss=-1.48, Synergy_Loewe=-65.2, Synergy_HSA=-1.52. (2) Drug 1: CNC(=O)C1=CC=CC=C1SC2=CC3=C(C=C2)C(=NN3)C=CC4=CC=CC=N4. Drug 2: CCC1=CC2CC(C3=C(CN(C2)C1)C4=CC=CC=C4N3)(C5=C(C=C6C(=C5)C78CCN9C7C(C=CC9)(C(C(C8N6C)(C(=O)OC)O)OC(=O)C)CC)OC)C(=O)OC.C(C(C(=O)O)O)(C(=O)O)O. Cell line: HT29. Synergy scores: CSS=74.0, Synergy_ZIP=23.6, Synergy_Bliss=22.0, Synergy_Loewe=-1.11, Synergy_HSA=21.4. (3) Drug 1: C1=CC=C(C(=C1)C(C2=CC=C(C=C2)Cl)C(Cl)Cl)Cl. Drug 2: N.N.Cl[Pt+2]Cl. Cell line: NCI-H226. Synergy scores: CSS=7.09, Synergy_ZIP=-2.34, Synergy_Bliss=-2.55, Synergy_Loewe=-9.34, Synergy_HSA=-4.24. (4) Drug 1: CC1OCC2C(O1)C(C(C(O2)OC3C4COC(=O)C4C(C5=CC6=C(C=C35)OCO6)C7=CC(=C(C(=C7)OC)O)OC)O)O. Drug 2: CC1=CC=C(C=C1)C2=CC(=NN2C3=CC=C(C=C3)S(=O)(=O)N)C(F)(F)F. Cell line: OVCAR-8. Synergy scores: CSS=15.4, Synergy_ZIP=-0.660, Synergy_Bliss=-0.893, Synergy_Loewe=0.507, Synergy_HSA=0.477.